Dataset: Forward reaction prediction with 1.9M reactions from USPTO patents (1976-2016). Task: Predict the product of the given reaction. (1) Given the reactants [NH2:1][C:2]1[C:11]([F:12])=[CH:10][C:5]([C:6]([O:8][CH3:9])=[O:7])=[C:4]([F:13])[CH:3]=1.[O:14]1[CH:18]=[CH:17][CH:16]=[C:15]1[S:19](Cl)(=[O:21])=[O:20].N1C=CC=CC=1, predict the reaction product. The product is: [F:13][C:4]1[CH:3]=[C:2]([NH:1][S:19]([C:15]2[O:14][CH:18]=[CH:17][CH:16]=2)(=[O:21])=[O:20])[C:11]([F:12])=[CH:10][C:5]=1[C:6]([O:8][CH3:9])=[O:7]. (2) Given the reactants [Cl:1]/[CH:2]=[C:3]1/[C:4](=[O:13])[C:5]2[C:6]([S:11][CH2:12]/1)=[N:7][CH:8]=[CH:9][CH:10]=2, predict the reaction product. The product is: [Cl:1]/[CH:2]=[C:3]1\[C:4](=[O:13])[C:5]2[C:6]([S:11][CH2:12]\1)=[N:7][CH:8]=[CH:9][CH:10]=2. (3) Given the reactants [Br:1][C:2]1[CH:3]=[C:4]([C:11]([N:13]2[CH2:18][CH2:17][O:16][C:15]3[CH:19]=[CH:20][N:21]=[CH:22][C:14]2=3)=O)[CH:5]=[C:6]([Br:10])[C:7]=1[O:8][CH3:9].COC1C=CC(P2(SP(C3C=CC(OC)=CC=3)(=S)S2)=[S:32])=CC=1, predict the reaction product. The product is: [Br:1][C:2]1[CH:3]=[C:4]([C:11]([N:13]2[CH2:18][CH2:17][O:16][C:15]3[CH:19]=[CH:20][N:21]=[CH:22][C:14]2=3)=[S:32])[CH:5]=[C:6]([Br:10])[C:7]=1[O:8][CH3:9]. (4) Given the reactants [CH:1]([C@@H:4]([NH2:7])[CH2:5]O)([CH3:3])[CH3:2].O=S(Cl)Cl.[CH3:12][C:13]1[CH:18]=[C:17]([N+:19]([O-:21])=[O:20])[CH:16]=[CH:15][C:14]=1[N:22]=[C:23]=[S:24], predict the reaction product. The product is: [CH3:12][C:13]1[CH:18]=[C:17]([N+:19]([O-:21])=[O:20])[CH:16]=[CH:15][C:14]=1[N:22]=[C:23]1[NH:7][C@H:4]([CH:1]([CH3:3])[CH3:2])[CH2:5][S:24]1. (5) Given the reactants [CH3:1][C:2]([CH3:15])([CH2:6][O:7][Si:8]([CH3:14])([CH3:13])[C:9]([CH3:12])([CH3:11])[CH3:10])[CH2:3][CH2:4][OH:5].[C:16]([O:20][C:21]([NH:23][CH2:24][C:25](O)=[O:26])=[O:22])([CH3:19])([CH3:18])[CH3:17], predict the reaction product. The product is: [C:16]([O:20][C:21]([NH:23][CH2:24][C:25]([O:5][CH2:4][CH2:3][C:2]([CH3:15])([CH3:1])[CH2:6][O:7][Si:8]([CH3:14])([CH3:13])[C:9]([CH3:10])([CH3:12])[CH3:11])=[O:26])=[O:22])([CH3:19])([CH3:18])[CH3:17]. (6) The product is: [CH3:3][C@H:4]1[NH:9][CH2:8][CH2:7][N:6]([C:16]2[C:20]3[CH:21]=[C:22]([C:25]#[N:26])[CH:23]=[CH:24][C:19]=3[S:18][CH:17]=2)[CH2:5]1. Given the reactants [BH4-].[Na+].[CH3:3][C@H:4]1[N:9](C(=O)C(F)(F)F)[CH2:8][CH2:7][N:6]([C:16]2[C:20]3[CH:21]=[C:22]([C:25]#[N:26])[CH:23]=[CH:24][C:19]=3[S:18][CH:17]=2)[CH2:5]1.O, predict the reaction product.